This data is from Full USPTO retrosynthesis dataset with 1.9M reactions from patents (1976-2016). The task is: Predict the reactants needed to synthesize the given product. (1) Given the product [CH3:11][C:12]1([CH3:28])[C:16]([CH3:18])([CH3:17])[O:15][B:14]([C:2](=[CH2:10])[CH2:3][CH2:4][C:5]([O:7][CH2:8][CH3:9])=[O:6])[O:13]1, predict the reactants needed to synthesize it. The reactants are: Br[C:2](=[CH2:10])[CH2:3][CH2:4][C:5]([O:7][CH2:8][CH3:9])=[O:6].[CH3:11][C:12]1([CH3:28])[C:16]([CH3:18])([CH3:17])[O:15][B:14]([B:14]2[O:15][C:16]([CH3:18])([CH3:17])[C:12]([CH3:28])([CH3:11])[O:13]2)[O:13]1.C1(P(C2C=CC=CC=2)C2C=CC=CC=2)C=CC=CC=1. (2) The reactants are: F[C:2]1[CH:7]=[CH:6][C:5]([CH2:8][C:9]([O:11][CH3:12])=[O:10])=[C:4]([O:13][CH2:14][C@@H:15]2[CH2:17][O:16]2)[CH:3]=1.[Cl:18]C1C=CC(O)=C(CC(OC)=O)C=1.[N+](C1C=C(S(OC[C@@H]2CO2)(=O)=O)C=CC=1)([O-])=O. Given the product [Cl:18][C:7]1[CH:2]=[CH:3][C:4]([O:13][CH2:14][C@@H:15]2[CH2:17][O:16]2)=[C:5]([CH2:8][C:9]([O:11][CH3:12])=[O:10])[CH:6]=1, predict the reactants needed to synthesize it. (3) Given the product [CH3:11][O:10][C:9]1[C:8]([O:12][CH3:13])=[CH:7][C:6]2[S:20][C:21]([C:22]([O:24][CH2:25][CH3:26])=[O:23])=[CH:4][C:3]=2[CH:2]=1, predict the reactants needed to synthesize it. The reactants are: Br[C:2]1[C:9]([O:10][CH3:11])=[C:8]([O:12][CH3:13])[CH:7]=[CH:6][C:3]=1[CH:4]=O.C([O-])([O-])=O.[K+].[K+].[SH:20][CH2:21][C:22]([O:24][CH2:25][CH3:26])=[O:23]. (4) Given the product [CH3:25][CH2:24][N:23]([CH:18]([CH3:17])[CH3:13])[CH:22]([CH3:27])[CH3:21], predict the reactants needed to synthesize it. The reactants are: ClC1N=C(F)N=C2C=1NC=N2.C(N)[C:13]1[CH:18]=[CH:17]C=CC=1.N[CH2:21][C:22]1[CH:27]=C[CH:25]=[CH:24][N:23]=1.NCC1C=NC=CC=1.NCC1C=CN=CC=1.